This data is from Reaction yield outcomes from USPTO patents with 853,638 reactions. The task is: Predict the reaction yield, written as a fraction of the theoretical maximum amount of product (1.0 means a 100% yield; for example, 0.34 means a 34% yield). (1) The reactants are [NH2:1][C:2]1[CH:3]=[C:4]2[C:8](=[CH:9][CH:10]=1)[NH:7][CH:6]=[C:5]2[C:11]1[CH2:16][CH2:15][CH:14]([N:17]([CH2:25][CH3:26])[C:18](=[O:24])[O:19][C:20]([CH3:23])([CH3:22])[CH3:21])[CH2:13][CH:12]=1.I.[S:28]1[CH:32]=[CH:31][CH:30]=[C:29]1[C:33](SC)=[NH:34]. The catalyst is CCO.C([O-])(O)=O.[Na+]. The yield is 0.850. The product is [CH2:25]([N:17]([CH:14]1[CH2:15][CH2:16][C:11]([C:5]2[C:4]3[C:8](=[CH:9][CH:10]=[C:2]([NH:1][C:33]([C:29]4[S:28][CH:32]=[CH:31][CH:30]=4)=[NH:34])[CH:3]=3)[NH:7][CH:6]=2)=[CH:12][CH2:13]1)[C:18](=[O:24])[O:19][C:20]([CH3:21])([CH3:22])[CH3:23])[CH3:26]. (2) The reactants are [Cl:1][C:2]1[CH:3]=[C:4]([CH:20]=[CH:21][C:22]=1[Cl:23])[CH2:5][N:6]([CH3:19])[C:7]1[CH:8]=[CH:9][C:10]2[N:11]([C:13]([N+:16]([O-])=O)=[CH:14][N:15]=2)[N:12]=1.C(OCC)(=O)C. The catalyst is C(O)C. The product is [Cl:1][C:2]1[CH:3]=[C:4]([CH:20]=[CH:21][C:22]=1[Cl:23])[CH2:5][N:6]([CH3:19])[C:7]1[CH:8]=[CH:9][C:10]2[N:11]([C:13]([NH2:16])=[CH:14][N:15]=2)[N:12]=1. The yield is 0.620. (3) The reactants are [NH2:1][C:2]1[CH:11]=[CH:10][C:9](Br)=[C:8]2[C:3]=1[CH:4]=[CH:5][C:6]([S:13]([OH:16])(=[O:15])=[O:14])=[CH:7]2.C(OC(NC1C=CC=C2C=1C=CC(S(O)(=O)=O)=C2)=O)(C)(C)C.[Cl:39]N1C(=O)CCC1=O. No catalyst specified. The product is [NH2:1][C:2]1[CH:11]=[CH:10][C:9]([Cl:39])=[C:8]2[C:3]=1[CH:4]=[CH:5][C:6]([S:13]([OH:16])(=[O:15])=[O:14])=[CH:7]2. The yield is 0.900. (4) The reactants are [F:1][C:2]1[CH:3]=[C:4](I)[C:5]([C:8]([O:10][CH3:11])=[O:9])=[N:6][CH:7]=1.[O:13]1[CH2:16][CH:15]([NH2:17])[CH2:14]1.CC1(C)C2C(=C(P(C3C=CC=CC=3)C3C=CC=CC=3)C=CC=2)OC2C(P(C3C=CC=CC=3)C3C=CC=CC=3)=CC=CC1=2.C(=O)([O-])[O-].[Cs+].[Cs+]. The catalyst is CS(C)=O.ClCCl.C1C=CC(/C=C/C(/C=C/C2C=CC=CC=2)=O)=CC=1.C1C=CC(/C=C/C(/C=C/C2C=CC=CC=2)=O)=CC=1.C1C=CC(/C=C/C(/C=C/C2C=CC=CC=2)=O)=CC=1.[Pd].[Pd]. The product is [F:1][C:2]1[CH:3]=[C:4]([NH:17][CH:15]2[CH2:16][O:13][CH2:14]2)[C:5]([C:8]([O:10][CH3:11])=[O:9])=[N:6][CH:7]=1. The yield is 0.550. (5) The reactants are O[CH:2]1[C:6]2[C:7]([CH3:21])=[C:8]([NH:13][C:14](=[O:20])[CH2:15][C:16]([CH3:19])([CH3:18])[CH3:17])[C:9]([CH3:12])=[C:10]([CH3:11])[C:5]=2[O:4][C:3]1([CH3:23])[CH3:22].[NH:24]1[CH2:28][CH2:27][CH2:26][CH2:25]1. The catalyst is C(OCC)(=O)C.CCCCCC. The product is [CH3:17][C:16]([CH3:18])([CH3:19])[CH2:15][C:14]([NH:13][C:8]1[C:7]([CH3:21])=[C:6]([CH3:2])[C:5]2[O:4][C:3]([CH3:23])([CH3:22])[CH:11]([N:24]3[CH2:28][CH2:27][CH2:26][CH2:25]3)[C:10]=2[C:9]=1[CH3:12])=[O:20]. The yield is 0.360.